Dataset: Catalyst prediction with 721,799 reactions and 888 catalyst types from USPTO. Task: Predict which catalyst facilitates the given reaction. (1) The catalyst class is: 6. Product: [NH2:6][C:7]1[N:11]([C:12]2[CH:21]=[CH:20][C:15]3[NH:16][C:17]([CH3:19])=[N:18][C:14]=3[CH:13]=2)[N:10]=[CH:9][C:8]=1[C:22]([C:24]1[NH:25][C:26]2[C:31]([CH:32]=1)=[CH:30][CH:29]=[CH:28][CH:27]=2)=[O:23]. Reactant: [OH-].[Na+].C(O)C.[NH2:6][C:7]1[N:11]([C:12]2[CH:21]=[CH:20][C:15]3[NH:16][C:17]([CH3:19])=[N:18][C:14]=3[CH:13]=2)[N:10]=[CH:9][C:8]=1[C:22]([C:24]1[N:25](S(C2C=CC=CC=2)(=O)=O)[C:26]2[C:31]([CH:32]=1)=[CH:30][CH:29]=[CH:28][CH:27]=2)=[O:23]. (2) Reactant: C[O:2][C:3](=[O:15])[CH2:4][CH2:5][C:6]1[CH:11]=[C:10]([Br:12])[C:9]([OH:13])=[C:8]([Br:14])[CH:7]=1.C(=O)([O-])[O-].[K+].[K+].C([N:29]1[C:37]2[C:32](=[CH:33][CH:34]=[CH:35][CH:36]=2)[C:31]([CH2:38][CH2:39]Br)=[CH:30]1)(OC(C)(C)C)=O. Product: [Br:14][C:8]1[CH:7]=[C:6]([CH2:5][CH2:4][C:3]([OH:2])=[O:15])[CH:11]=[C:10]([Br:12])[C:9]=1[O:13][CH2:39][CH2:38][C:31]1[C:32]2[C:37](=[CH:36][CH:35]=[CH:34][CH:33]=2)[NH:29][CH:30]=1. The catalyst class is: 10. (3) Reactant: [N:1]1([NH:10][C:11](=[O:19])OC2C=CC=CC=2)[C:9]2[C:4](=[CH:5][CH:6]=[CH:7][CH:8]=2)[CH:3]=[CH:2]1.[CH3:20][NH:21][C:22]1[CH:23]=[N:24][CH:25]=[CH:26][CH:27]=1. Product: [N:1]1([NH:10][C:11]([N:21]([CH3:20])[C:22]2[CH:23]=[N:24][CH:25]=[CH:26][CH:27]=2)=[O:19])[C:9]2[C:4](=[CH:5][CH:6]=[CH:7][CH:8]=2)[CH:3]=[CH:2]1. The catalyst class is: 11. (4) Reactant: [N:1]1([C:8]([NH:10][C@@H:11]([CH2:15][CH:16]([CH3:18])[CH3:17])[C:12]([OH:14])=O)=[O:9])[CH2:7][CH2:6][CH2:5][CH2:4][CH2:3][CH2:2]1.CN1CCOCC1.[CH2:26]([O:33][C:34]1[CH:39]=[CH:38][C:37]([CH2:40][C@H:41]([NH2:49])[CH2:42][N:43]2[CH2:48][CH2:47][O:46][CH2:45][CH2:44]2)=[CH:36][CH:35]=1)[C:27]1[CH:32]=[CH:31][CH:30]=[CH:29][CH:28]=1.C(OCC)C. Product: [CH2:26]([O:33][C:34]1[CH:39]=[CH:38][C:37]([CH2:40][CH:41]([NH:49][C:12]([CH:11]([NH:10][C:8]([N:1]2[CH2:2][CH2:3][CH2:4][CH2:5][CH2:6][CH2:7]2)=[O:9])[CH2:15][CH:16]([CH3:18])[CH3:17])=[O:14])[CH2:42][N:43]2[CH2:48][CH2:47][O:46][CH2:45][CH2:44]2)=[CH:36][CH:35]=1)[C:27]1[CH:28]=[CH:29][CH:30]=[CH:31][CH:32]=1. The catalyst class is: 3. (5) Reactant: C([O:8][C:9]1([C:13]2[S:14][C:15]([C:18]3[CH:23]=[C:22]([NH:24][C:25]4[N:30]=[C:29]([C:31]([F:34])([F:33])[F:32])[CH:28]=[CH:27][N:26]=4)[CH:21]=[C:20]([O:35][CH2:36][CH3:37])[N:19]=3)=[CH:16][N:17]=2)[CH2:12][CH2:11][CH2:10]1)C1C=CC=CC=1.B(Br)(Br)Br. Product: [CH2:36]([O:35][C:20]1[N:19]=[C:18]([C:15]2[S:14][C:13]([C:9]3([OH:8])[CH2:12][CH2:11][CH2:10]3)=[N:17][CH:16]=2)[CH:23]=[C:22]([NH:24][C:25]2[N:30]=[C:29]([C:31]([F:33])([F:34])[F:32])[CH:28]=[CH:27][N:26]=2)[CH:21]=1)[CH3:37]. The catalyst class is: 4.